Dataset: hERG Central: cardiac toxicity at 1µM, 10µM, and general inhibition. Task: Predict hERG channel inhibition at various concentrations. (1) The molecule is COc1ccc(C(=O)c2coc3ccc(O)c(CN(C)C)c23)cc1. Results: hERG_inhib (hERG inhibition (general)): blocker. (2) The compound is CN(C)c1nc2ccccc2c(N)c1-c1ccccc1.O=C(O)C(=O)O. Results: hERG_inhib (hERG inhibition (general)): blocker. (3) The drug is CN(C)CCN(C)Cc1ccccc1Sc1cccc2ccccc12.Cl. Results: hERG_inhib (hERG inhibition (general)): blocker. (4) The molecule is O=C(Nc1ccc(CN2CCCCC2)cc1)c1c(F)c(F)c(F)c(F)c1F. Results: hERG_inhib (hERG inhibition (general)): blocker. (5) The compound is CCOC(=O)C1CCN(C(=O)COc2ccc([N+](=O)[O-])cc2)CC1. Results: hERG_inhib (hERG inhibition (general)): blocker. (6) The compound is Cc1cc(OCc2cc(C(=O)N(C)CCCN3CCOCC3)no2)cc(C)c1Cl. Results: hERG_inhib (hERG inhibition (general)): blocker. (7) The molecule is CCOc1ccc(C(=S)N2CCN(C)CC2)cc1. Results: hERG_inhib (hERG inhibition (general)): blocker. (8) The molecule is CCN(CC)CCCNC(=O)c1csc(Nc2cccc3ccccc23)n1. Results: hERG_inhib (hERG inhibition (general)): blocker.